Dataset: Forward reaction prediction with 1.9M reactions from USPTO patents (1976-2016). Task: Predict the product of the given reaction. (1) Given the reactants N1C2C(=CC=CC=2)C(C2CCC(=O)CC2)=C1.O1[C:21]2([CH2:26][CH2:25][CH:24]([C:27]3[C:35]4[C:30](=[CH:31][C:32]([F:36])=[CH:33][CH:34]=4)[NH:29][CH:28]=3)[CH2:23][CH2:22]2)[O:20]CC1, predict the reaction product. The product is: [F:36][C:32]1[CH:31]=[C:30]2[C:35]([C:27]([CH:24]3[CH2:23][CH2:22][C:21](=[O:20])[CH2:26][CH2:25]3)=[CH:28][NH:29]2)=[CH:34][CH:33]=1. (2) Given the reactants [C:1]([C:3]1[C:8]2[N:9]=[C:10]([CH:12]3[CH2:14][CH2:13]3)[O:11][C:7]=2[C:6]([F:15])=[C:5]([NH:16]C(=O)OC(C)(C)C)[C:4]=1[CH3:24])#[N:2].FC(F)(F)C(O)=O, predict the reaction product. The product is: [NH2:16][C:5]1[C:6]([F:15])=[C:7]2[O:11][C:10]([CH:12]3[CH2:13][CH2:14]3)=[N:9][C:8]2=[C:3]([C:1]#[N:2])[C:4]=1[CH3:24]. (3) Given the reactants [CH3:1][O:2][C:3]1[CH:4]=[C:5]2[C:10](=[CH:11][C:12]=1[O:13][CH2:14][CH:15]1[CH2:20][CH2:19][NH:18][CH2:17][CH2:16]1)[N:9]=[CH:8][N:7]=[C:6]2[O:21][C:22]1[CH:23]=[C:24]2[C:28](=[CH:29][CH:30]=1)[NH:27][CH:26]=[C:25]2[CH3:31].Cl[CH2:33][C:34](=[O:36])[CH3:35].C(=O)([O-])[O-].[K+].[K+], predict the reaction product. The product is: [C:34]([CH2:35][N:18]1[CH2:19][CH2:20][CH:15]([CH2:14][O:13][C:12]2[CH:11]=[C:10]3[C:5]([C:6]([O:21][C:22]4[CH:23]=[C:24]5[C:28](=[CH:29][CH:30]=4)[NH:27][CH:26]=[C:25]5[CH3:31])=[N:7][CH:8]=[N:9]3)=[CH:4][C:3]=2[O:2][CH3:1])[CH2:16][CH2:17]1)(=[O:36])[CH3:33]. (4) Given the reactants Br[C:2]1[CH:11]=[CH:10][CH:9]=[C:8]2[C:3]=1[CH:4]=[CH:5][C:6](Cl)=[N:7]2.[CH3:13][C:14]1[O:18][C:17]([CH2:19][NH2:20])=[CH:16][CH:15]=1.[CH2:21]([NH2:24])[CH:22]=[CH2:23], predict the reaction product. The product is: [CH2:21]([NH:24][C:2]1[C:3]2[CH:4]=[CH:5][C:6]([NH:20][CH2:19][C:17]3[O:18][C:14]([CH3:13])=[CH:15][CH:16]=3)=[N:7][C:8]=2[CH:9]=[CH:10][CH:11]=1)[CH:22]=[CH2:23]. (5) Given the reactants [CH2:1]([O:4][CH2:5][CH2:6][CH2:7][CH2:8]Cl)[CH:2]=[CH2:3].[OH:10][C:11]1[CH:19]=[CH:18][C:14]([C:15]([OH:17])=[O:16])=[CH:13][CH:12]=1.C(=O)([O-])[O-].[K+].[K+].CN(C)C=O, predict the reaction product. The product is: [CH2:1]([O:4][CH2:5][CH2:6][CH2:7][CH2:8][O:10][C:11]1[CH:19]=[CH:18][C:14]([C:15]([OH:17])=[O:16])=[CH:13][CH:12]=1)[CH:2]=[CH2:3]. (6) Given the reactants [CH2:1]([O:8][C:9]1[C:14]([N+:15]([O-:17])=[O:16])=[C:13](Cl)[CH:12]=[CH:11][N:10]=1)[C:2]1[CH:7]=[CH:6][CH:5]=[CH:4][CH:3]=1.[F:19][C:20]1[C:21]([O:30][CH3:31])=[CH:22][C:23]([CH3:29])=[C:24](B(O)O)[CH:25]=1, predict the reaction product. The product is: [CH2:1]([O:8][C:9]1[C:14]([N+:15]([O-:17])=[O:16])=[C:13]([C:24]2[CH:25]=[C:20]([F:19])[C:21]([O:30][CH3:31])=[CH:22][C:23]=2[CH3:29])[CH:12]=[CH:11][N:10]=1)[C:2]1[CH:7]=[CH:6][CH:5]=[CH:4][CH:3]=1.